This data is from Reaction yield outcomes from USPTO patents with 853,638 reactions. The task is: Predict the reaction yield, written as a fraction of the theoretical maximum amount of product (1.0 means a 100% yield; for example, 0.34 means a 34% yield). The reactants are [OH:1][C:2]1[CH:7]=[CH:6][C:5]([C:8]([C:22]2[CH:27]=[CH:26][C:25]([OH:28])=[CH:24][CH:23]=2)([CH2:11][CH2:12][CH2:13][CH2:14][CH2:15][CH2:16][CH2:17][CH2:18][CH2:19][CH2:20][CH3:21])[CH2:9]O)=[CH:4][CH:3]=1.C(Br)(Br)(Br)[Br:30].C1(P(C2C=CC=CC=2)C2C=CC=CC=2)C=CC=CC=1. The catalyst is O1CCCC1. The product is [OH:1][C:2]1[CH:7]=[CH:6][C:5]([C:8]([C:22]2[CH:27]=[CH:26][C:25]([OH:28])=[CH:24][CH:23]=2)([CH2:11][CH2:12][CH2:13][CH2:14][CH2:15][CH2:16][CH2:17][CH2:18][CH2:19][CH2:20][CH3:21])[CH2:9][Br:30])=[CH:4][CH:3]=1. The yield is 0.900.